From a dataset of Reaction yield outcomes from USPTO patents with 853,638 reactions. Predict the reaction yield, written as a fraction of the theoretical maximum amount of product (1.0 means a 100% yield; for example, 0.34 means a 34% yield). The reactants are [NH2:1][C:2]1[CH:7]=[CH:6][NH:5][C:4](=[O:8])[N:3]=1.[H-].[Na+].Br[CH2:12][CH2:13][CH2:14][CH2:15][CH2:16][N:17]1[C:26]2[C:21]([C:22](=[O:28])[NH:23][C:24](=[O:27])[N:25]=2)=[N:20][C:19]2[CH:29]=[C:30]([CH3:34])[C:31]([CH3:33])=[CH:32][C:18]1=2. The catalyst is CN(C=O)C. The product is [NH2:1][C:2]1[CH:7]=[CH:6][N:5]([CH2:12][CH2:13][CH2:14][CH2:15][CH2:16][N:17]2[C:26]3[C:21]([C:22](=[O:28])[NH:23][C:24](=[O:27])[N:25]=3)=[N:20][C:19]3[CH:29]=[C:30]([CH3:34])[C:31]([CH3:33])=[CH:32][C:18]2=3)[C:4](=[O:8])[N:3]=1. The yield is 0.260.